From a dataset of Full USPTO retrosynthesis dataset with 1.9M reactions from patents (1976-2016). Predict the reactants needed to synthesize the given product. (1) The reactants are: [CH2:1]([O:8][C:9]([NH:11][C@H:12]([C:25]1[NH:26][C:27](I)=[C:28](I)[N:29]=1)[CH2:13][CH2:14][CH2:15][CH2:16][CH2:17][C:18]([O:20][C:21]([CH3:24])([CH3:23])[CH3:22])=[O:19])=[O:10])[C:2]1[CH:7]=[CH:6][CH:5]=[CH:4][CH:3]=1.[CH3:32][O:33][C:34]1[CH:35]=[C:36]2[C:41](=[CH:42][CH:43]=1)[CH:40]=[C:39](B(O)O)[CH:38]=[CH:37]2.C([O-])([O-])=O.[K+].[K+].COCCOC.O. Given the product [CH2:1]([O:8][C:9]([NH:11][C@H:12]([C:25]1[NH:26][C:27]([C:39]2[CH:38]=[CH:37][C:36]3[C:41](=[CH:42][CH:43]=[C:34]([O:33][CH3:32])[CH:35]=3)[CH:40]=2)=[CH:28][N:29]=1)[CH2:13][CH2:14][CH2:15][CH2:16][CH2:17][C:18]([O:20][C:21]([CH3:24])([CH3:23])[CH3:22])=[O:19])=[O:10])[C:2]1[CH:7]=[CH:6][CH:5]=[CH:4][CH:3]=1, predict the reactants needed to synthesize it. (2) Given the product [O:29]=[CH:26][CH2:27][CH2:28][C:2]1[CH:20]=[CH:19][C:5]([CH2:6][P:7](=[O:18])([O:13][C:14]([CH3:17])([CH3:16])[CH3:15])[O:8][C:9]([CH3:12])([CH3:11])[CH3:10])=[CH:4][CH:3]=1, predict the reactants needed to synthesize it. The reactants are: I[C:2]1[CH:20]=[CH:19][C:5]([CH2:6][P:7](=[O:18])([O:13][C:14]([CH3:17])([CH3:16])[CH3:15])[O:8][C:9]([CH3:12])([CH3:11])[CH3:10])=[CH:4][CH:3]=1.C(=O)(O)[O-].[Na+].[CH2:26]([OH:29])[CH:27]=[CH2:28]. (3) Given the product [Br:1][C:2]1[CH:7]=[N:6][C:5]([C:8]2[C:9]([F:17])=[CH:10][C:11]([OH:15])=[CH:12][C:13]=2[F:14])=[N:4][CH:3]=1, predict the reactants needed to synthesize it. The reactants are: [Br:1][C:2]1[CH:3]=[N:4][C:5]([C:8]2[C:13]([F:14])=[CH:12][C:11]([O:15]C)=[CH:10][C:9]=2[F:17])=[N:6][CH:7]=1.B(Br)(Br)Br.CO.C([O-])(O)=O.[Na+]. (4) Given the product [C:23]([O:27][C:28](=[O:80])[NH:29][C@@H:30]1[C:48](=[O:49])[N:47]2[C@@H:43]([CH2:44][C@@H:45]([O:50][C:51]3[C:60]4[C:55](=[CH:56][C:57]([O:61][CH3:62])=[CH:58][CH:59]=4)[N:54]=[C:53]([C:63]4[CH:64]=[CH:65][CH:66]=[CH:67][CH:68]=4)[CH:52]=3)[CH2:46]2)[C:42](=[O:69])[NH:41][C@@:40]2([C:70]([NH:72][S:73]([CH:76]3[CH2:79][CH2:78][CH2:77]3)(=[O:75])=[O:74])=[O:71])[C@@H:38]([CH2:39]2)[CH:37]=[CH:36][CH2:35][CH2:34][CH2:32][CH2:31]1)([CH3:25])([CH3:24])[CH3:26], predict the reactants needed to synthesize it. The reactants are: CCCC(C(O)=O)CCCCCCCCCCCCCCC.[C:23]([O:27][C:28](=[O:80])[NH:29][C@@H:30]1[C:48](=[O:49])[N:47]2[C@@H:43]([CH2:44][C@@H:45]([O:50][C:51]3[C:60]4[C:55](=[CH:56][C:57]([O:61][CH3:62])=[CH:58][CH:59]=4)[N:54]=[C:53]([C:63]4[CH:68]=[CH:67][CH:66]=[CH:65][CH:64]=4)[CH:52]=3)[CH2:46]2)[C:42](=[O:69])[NH:41][C@@:40]2([C:70]([NH:72][S:73]([CH:76]3[CH2:79][CH2:78][CH2:77]3)(=[O:75])=[O:74])=[O:71])[C@@H:38]([CH2:39]2)[CH2:37][CH2:36][CH2:35][CH2:34]C[CH2:32][CH2:31]1)([CH3:26])([CH3:25])[CH3:24].